Dataset: Peptide-MHC class II binding affinity with 134,281 pairs from IEDB. Task: Regression. Given a peptide amino acid sequence and an MHC pseudo amino acid sequence, predict their binding affinity value. This is MHC class II binding data. (1) The peptide sequence is INEPTAAAIAYGLLR. The MHC is HLA-DQA10501-DQB10301 with pseudo-sequence HLA-DQA10501-DQB10301. The binding affinity (normalized) is 0.636. (2) The peptide sequence is YASGKVWGQKYFKGN. The MHC is DRB1_1001 with pseudo-sequence DRB1_1001. The binding affinity (normalized) is 0.331. (3) The peptide sequence is ARGWAAHRARANESA. The MHC is DRB3_0101 with pseudo-sequence DRB3_0101. The binding affinity (normalized) is 0. (4) The peptide sequence is LDIYQKLYIKQEEQK. The MHC is DRB1_0401 with pseudo-sequence DRB1_0401. The binding affinity (normalized) is 0.325. (5) The peptide sequence is GKKEEKKEEKKESGD. The MHC is HLA-DPA10201-DPB10501 with pseudo-sequence HLA-DPA10201-DPB10501. The binding affinity (normalized) is 0. (6) The peptide sequence is NSLLTSPLSINTRMT. The MHC is DRB1_1101 with pseudo-sequence DRB1_1101. The binding affinity (normalized) is 0.368.